Dataset: Reaction yield outcomes from USPTO patents with 853,638 reactions. Task: Predict the reaction yield, written as a fraction of the theoretical maximum amount of product (1.0 means a 100% yield; for example, 0.34 means a 34% yield). (1) The reactants are [C:1]([O:5][C:6](=[O:18])[NH:7][CH:8]([C:12]1[CH:17]=[CH:16][CH:15]=[CH:14][CH:13]=1)[CH2:9][CH:10]=O)([CH3:4])([CH3:3])[CH3:2].[N+](=[C:21](P(=O)(OC)OC)C(=O)C)=[N-].C(=O)([O-])[O-].[K+].[K+]. The catalyst is CO. The product is [C:12]1([CH:8]([NH:7][C:6](=[O:18])[O:5][C:1]([CH3:4])([CH3:3])[CH3:2])[CH2:9][C:10]#[CH:21])[CH:17]=[CH:16][CH:15]=[CH:14][CH:13]=1. The yield is 0.870. (2) The yield is 0.380. The reactants are [Cl:1][C:2]1[C:10]2[C:5](=[CH:6][CH:7]=[C:8]([F:11])[CH:9]=2)[N:4]([C:12]2[CH:19]=[CH:18][C:15]([CH2:16][NH2:17])=[CH:14][CH:13]=2)[C:3]=1[C:20]1[O:21][C:22]([CH3:25])=[N:23][N:24]=1.[CH3:26][O:27][C:28]1[CH:32]=[C:31]([C:33]([NH:35][C:36]2([C:39](O)=[O:40])[CH2:38][CH2:37]2)=[O:34])[O:30][N:29]=1.C(Cl)CCl.O.OC1C2N=NNC=2C=CC=1.C(N(CC)CC)C. The product is [Cl:1][C:2]1[C:10]2[C:5](=[CH:6][CH:7]=[C:8]([F:11])[CH:9]=2)[N:4]([C:12]2[CH:13]=[CH:14][C:15]([CH2:16][NH:17][C:39]([C:36]3([NH:35][C:33]([C:31]4[O:30][N:29]=[C:28]([O:27][CH3:26])[CH:32]=4)=[O:34])[CH2:37][CH2:38]3)=[O:40])=[CH:18][CH:19]=2)[C:3]=1[C:20]1[O:21][C:22]([CH3:25])=[N:23][N:24]=1. The catalyst is ClCCl.